From a dataset of PAMPA (Parallel Artificial Membrane Permeability Assay) permeability data from NCATS. Regression/Classification. Given a drug SMILES string, predict its absorption, distribution, metabolism, or excretion properties. Task type varies by dataset: regression for continuous measurements (e.g., permeability, clearance, half-life) or binary classification for categorical outcomes (e.g., BBB penetration, CYP inhibition). Dataset: pampa_ncats. The drug is COC1=C(C=CC(=C1)NC2=NC(=NC3=CC=CC=C32)C4=CC=NC=C4)Cl. The result is 1 (high permeability).